This data is from Forward reaction prediction with 1.9M reactions from USPTO patents (1976-2016). The task is: Predict the product of the given reaction. (1) Given the reactants [CH2:1]([O:3][C:4]([C:6]1[S:7][C:8]([CH2:12]O)=[C:9]([CH3:11])[N:10]=1)=[O:5])[CH3:2].S(Cl)([Cl:16])=O, predict the reaction product. The product is: [Cl:16][CH2:12][C:8]1[S:7][C:6]([C:4]([O:3][CH2:1][CH3:2])=[O:5])=[N:10][C:9]=1[CH3:11]. (2) Given the reactants Cl[C:2]1[C:7]([NH:8][C:9](=[O:15])[O:10][C:11]([CH3:14])([CH3:13])[CH3:12])=[CH:6][C:5]([F:16])=[C:4]([Cl:17])[N:3]=1.[C:18]([Si:22]([CH3:36])([CH3:35])[O:23][C@@H:24]1[CH2:28][O:27][C@@H:26]2[CH:29]([CH2:32][C:33]#[CH:34])[CH2:30][O:31][C@H:25]12)([CH3:21])([CH3:20])[CH3:19].C1(N(C)C2CCCCC2)CCCCC1, predict the reaction product. The product is: [Si:22]([O:23][C@H:24]1[C@H:25]2[O:31][CH2:30][CH:29]([CH2:32][C:33]#[C:34][C:2]3[C:7]([NH:8][C:9](=[O:15])[O:10][C:11]([CH3:14])([CH3:13])[CH3:12])=[CH:6][C:5]([F:16])=[C:4]([Cl:17])[N:3]=3)[C@H:26]2[O:27][CH2:28]1)([C:18]([CH3:21])([CH3:20])[CH3:19])([CH3:36])[CH3:35]. (3) Given the reactants C[O:2][C:3](=[O:27])[C@@H:4]([O:8][P:9]([O:19][CH2:20][C:21]1[CH:26]=[CH:25][CH:24]=[CH:23][CH:22]=1)([O:11][CH2:12][C:13]1[CH:18]=[CH:17][CH:16]=[CH:15][CH:14]=1)=[O:10])[CH:5]([CH3:7])[CH3:6].CO.[OH-].[K+].Cl, predict the reaction product. The product is: [CH2:20]([O:19][P:9]([O:8][C@@H:4]([CH:5]([CH3:7])[CH3:6])[C:3]([OH:27])=[O:2])([O:11][CH2:12][C:13]1[CH:14]=[CH:15][CH:16]=[CH:17][CH:18]=1)=[O:10])[C:21]1[CH:22]=[CH:23][CH:24]=[CH:25][CH:26]=1. (4) Given the reactants [N:1]1[C:10]2[NH:9][CH2:8][CH2:7][CH2:6][C:5]=2[CH:4]=[CH:3][C:2]=1[CH2:11][CH2:12][O:13][C:14]1[CH:15]=[CH:16][C:17]([CH2:20][C@@H:21]([C:23]([O:25]C)=[O:24])[NH2:22])=[N:18][CH:19]=1.OP=O.CCN=C=NCCCN(C)C.[Cl:41][C:42]1[CH:46]=[CH:45][S:44][C:43]=1[C:47](O)=[O:48].[OH-].[Na+], predict the reaction product. The product is: [Cl:41][C:42]1[CH:46]=[CH:45][S:44][C:43]=1[C:47]([NH:22][C@H:21]([C:23]([OH:25])=[O:24])[CH2:20][C:17]1[CH:16]=[CH:15][C:14]([O:13][CH2:12][CH2:11][C:2]2[CH:3]=[CH:4][C:5]3[CH2:6][CH2:7][CH2:8][NH:9][C:10]=3[N:1]=2)=[CH:19][N:18]=1)=[O:48]. (5) Given the reactants [SH:1][C:2]1[O:3][C:4]2[C:13]3[CH:12]([CH2:14][CH2:15][NH:16][C:17](=[O:19])[CH3:18])[CH2:11][CH2:10][C:9]=3[CH:8]=[CH:7][C:5]=2[N:6]=1.IC.[C:22](=O)([O-])[O-].[K+].[K+], predict the reaction product. The product is: [CH3:22][S:1][C:2]1[O:3][C:4]2[C:13]3[CH:12]([CH2:14][CH2:15][NH:16][C:17](=[O:19])[CH3:18])[CH2:11][CH2:10][C:9]=3[CH:8]=[CH:7][C:5]=2[N:6]=1. (6) Given the reactants [F:1][C:2]1[CH:25]=[CH:24][CH:23]=[CH:22][C:3]=1[CH2:4][N:5]1[C:13]2[C:8](=[CH:9][CH:10]=[CH:11][CH:12]=2)[C:7]([C:14]2[N:19]=[C:18]([NH2:20])[CH:17]=[C:16]([NH2:21])[N:15]=2)=[N:6]1.Cl.Br[C:28]1[CH:33]=[CH:32][N:31]=[CH:30][CH:29]=1.C1C=CC(P(C2C=CC3C(=CC=CC=3)C=2C2C3C(=CC=CC=3)C=CC=2P(C2C=CC=CC=2)C2C=CC=CC=2)C2C=CC=CC=2)=CC=1, predict the reaction product. The product is: [F:1][C:2]1[CH:25]=[CH:24][CH:23]=[CH:22][C:3]=1[CH2:4][N:5]1[C:13]2[C:8](=[CH:9][CH:10]=[CH:11][CH:12]=2)[C:7]([C:14]2[N:19]=[C:18]([NH:20][C:28]3[CH:33]=[CH:32][N:31]=[CH:30][CH:29]=3)[CH:17]=[C:16]([NH2:21])[N:15]=2)=[N:6]1. (7) Given the reactants [NH2:1][C:2]1[CH:7]=[CH:6][C:5]([NH:8][C:9]([C@H:11]2[CH2:16][CH2:15][CH2:14][CH2:13][N:12]2C(OC(C)(C)C)=O)=[O:10])=[CH:4][C:3]=1[N+:24]([O-:26])=[O:25].[ClH:27], predict the reaction product. The product is: [ClH:27].[NH2:1][C:2]1[CH:7]=[CH:6][C:5]([NH:8][C:9]([C@H:11]2[CH2:16][CH2:15][CH2:14][CH2:13][NH:12]2)=[O:10])=[CH:4][C:3]=1[N+:24]([O-:26])=[O:25].